Dataset: Full USPTO retrosynthesis dataset with 1.9M reactions from patents (1976-2016). Task: Predict the reactants needed to synthesize the given product. The reactants are: [CH2:1]([O:3][C:4]1[CH:5]=[C:6]([C:13](=O)[C:14]([CH3:20])([CH3:19])[C:15](OC)=[O:16])[CH:7]=[CH:8][C:9]=1[O:10][CH2:11][CH3:12])[CH3:2].O.[NH2:23][NH2:24]. Given the product [CH2:1]([O:3][C:4]1[CH:5]=[C:6]([C:13]2[C:14]([CH3:20])([CH3:19])[C:15](=[O:16])[NH:23][N:24]=2)[CH:7]=[CH:8][C:9]=1[O:10][CH2:11][CH3:12])[CH3:2], predict the reactants needed to synthesize it.